This data is from Full USPTO retrosynthesis dataset with 1.9M reactions from patents (1976-2016). The task is: Predict the reactants needed to synthesize the given product. (1) Given the product [CH2:14]([NH:1][C:2]1[CH:3]=[CH:4][C:5]([CH2:8][CH2:9][C:10]([O:12][CH3:13])=[O:11])=[CH:6][CH:7]=1)[CH2:15][CH2:16][CH3:17], predict the reactants needed to synthesize it. The reactants are: [NH2:1][C:2]1[CH:7]=[CH:6][C:5]([CH2:8][CH2:9][C:10]([O:12][CH3:13])=[O:11])=[CH:4][CH:3]=1.[CH:14](=O)[CH2:15][CH2:16][CH3:17]. (2) The reactants are: [N:1]([C@:4]1([CH2:43][OH:44])[O:8][C@@H:7]([N:9]2[C:40]3[N:39]=[C:16]([NH:17]C(C4C=CC=CC=4)(C4C=CC=CC=4)C4C=CC(OC)=CC=4)[NH:15][C:13](=[O:14])[C:12]=3[N:11]=[CH:10]2)[C@H:6]([F:41])[C@@H:5]1[OH:42])=[N+:2]=[N-:3]. Given the product [N:1]([C@:4]1([CH2:43][OH:44])[O:8][C@@H:7]([N:9]2[C:40]3[N:39]=[C:16]([NH2:17])[NH:15][C:13](=[O:14])[C:12]=3[N:11]=[CH:10]2)[C@H:6]([F:41])[C@@H:5]1[OH:42])=[N+:2]=[N-:3], predict the reactants needed to synthesize it. (3) Given the product [N:47]1[CH:48]=[N:49][N:50]2[CH2:55][CH2:54][N:53]([C:4]([C:3]3[CH:7]=[C:8]([CH2:11][C:12]4[C:21]5[C:16](=[CH:17][CH:18]=[CH:19][CH:20]=5)[C:15](=[O:22])[NH:14][N:13]=4)[CH:9]=[CH:10][C:2]=3[F:1])=[O:6])[CH2:52][C:51]=12, predict the reactants needed to synthesize it. The reactants are: [F:1][C:2]1[CH:10]=[CH:9][C:8]([CH2:11][C:12]2[C:21]3[C:16](=[CH:17][CH:18]=[CH:19][CH:20]=3)[C:15](=[O:22])[NH:14][N:13]=2)=[CH:7][C:3]=1[C:4]([OH:6])=O.F[P-](F)(F)(F)(F)F.N1(OC(N(C)C)=[N+](C)C)C2C=CC=CC=2N=N1.[N:47]1[CH:48]=[N:49][N:50]2[CH2:55][CH2:54][NH:53][CH2:52][C:51]=12.C(N(CC)C(C)C)(C)C. (4) Given the product [NH2:3][CH2:12][C:13]1[CH:18]=[CH:17][C:16]([CH2:19][CH2:20][CH2:21][C:22]2[N:23]=[C:24]([NH:27][C:28](=[O:30])[CH3:29])[S:25][CH:26]=2)=[CH:15][CH:14]=1, predict the reactants needed to synthesize it. The reactants are: O=C1C2C(=CC=CC=2)C(=O)[N:3]1[CH2:12][C:13]1[CH:18]=[CH:17][C:16]([CH2:19][CH2:20][CH2:21][C:22]2[N:23]=[C:24]([NH:27][C:28](=[O:30])[CH3:29])[S:25][CH:26]=2)=[CH:15][CH:14]=1.O.NN. (5) Given the product [CH3:6][N:7]([CH3:15])[C:8]1[CH:9]=[C:10]([NH:14][S:2]([CH3:1])(=[O:4])=[O:3])[CH:11]=[CH:12][CH:13]=1, predict the reactants needed to synthesize it. The reactants are: [CH3:1][S:2](Cl)(=[O:4])=[O:3].[CH3:6][N:7]([CH3:15])[C:8]1[CH:13]=[CH:12][CH:11]=[C:10]([NH2:14])[CH:9]=1.[OH-].[Na+]. (6) Given the product [O:23]1[C:27]([C:28]2[CH:33]=[CH:32][N:31]=[C:30]([NH:34][C:35]([N:14]3[C@@H:15]4[CH2:19][N:18]([CH2:17][CH2:16]4)[C:12]4[CH:11]=[CH:10][C:9]([C:5]5[CH:6]=[CH:7][CH:8]=[C:3]([C:2]([F:21])([F:1])[F:22])[CH:4]=5)=[N:20][C:13]3=4)=[O:36])[CH:29]=2)=[CH:26][N:25]=[CH:24]1, predict the reactants needed to synthesize it. The reactants are: [F:1][C:2]([F:22])([F:21])[C:3]1[CH:4]=[C:5]([C:9]2[CH:10]=[CH:11][C:12]3[N:18]4[CH2:19][C@H:15]([CH2:16][CH2:17]4)[NH:14][C:13]=3[N:20]=2)[CH:6]=[CH:7][CH:8]=1.[O:23]1[C:27]([C:28]2[CH:33]=[CH:32][N:31]=[C:30]([NH:34][C:35](=O)[O:36]C3C=CC=CC=3)[CH:29]=2)=[CH:26][N:25]=[CH:24]1.